Dataset: Full USPTO retrosynthesis dataset with 1.9M reactions from patents (1976-2016). Task: Predict the reactants needed to synthesize the given product. (1) Given the product [Cl:10][C:11]1[C:12]([N:24]2[CH2:25][CH2:26][CH:27]([C:30](=[O:31])[NH:44][S:41]([CH2:40][C:37]3[CH:38]=[CH:39][C:34]([Cl:33])=[CH:35][CH:36]=3)(=[O:43])=[O:42])[CH2:28][CH2:29]2)=[N:13][C:14]([S:22][CH3:23])=[C:15]([CH:16]=1)[C:17]([O:19][CH2:20][CH3:21])=[O:18], predict the reactants needed to synthesize it. The reactants are: CCN(C(C)C)C(C)C.[Cl:10][C:11]1[C:12]([N:24]2[CH2:29][CH2:28][CH:27]([C:30](O)=[O:31])[CH2:26][CH2:25]2)=[N:13][C:14]([S:22][CH3:23])=[C:15]([C:17]([O:19][CH2:20][CH3:21])=[O:18])[CH:16]=1.[Cl:33][C:34]1[CH:39]=[CH:38][C:37]([CH2:40][S:41]([NH2:44])(=[O:43])=[O:42])=[CH:36][CH:35]=1.F[P-](F)(F)(F)(F)F.Br[P+](N1CCCC1)(N1CCCC1)N1CCCC1. (2) Given the product [C:1]1([C:14]2[CH:19]=[CH:18][CH:17]=[CH:16][CH:15]=2)[CH:6]=[CH:5][CH:4]=[CH:3][C:2]=1[CH:7]([O:12][CH3:13])[C:8]([OH:10])=[O:9], predict the reactants needed to synthesize it. The reactants are: [C:1]1([C:14]2[CH:19]=[CH:18][CH:17]=[CH:16][CH:15]=2)[CH:6]=[CH:5][CH:4]=[CH:3][C:2]=1[CH:7]([O:12][CH3:13])[C:8]([O:10]C)=[O:9].O.[OH-].[Li+].C(O)(=O)CC(CC(O)=O)(C(O)=O)O. (3) Given the product [C:1]([C:5]1[CH:9]=[C:8]([NH:10][C:11]([NH:27][C:28]2[CH:29]=[CH:30][C:31]([O:32][C:33]3[CH:38]=[CH:37][N:36]=[C:35]4[NH:39][C:40](=[O:42])[NH:41][C:34]=34)=[CH:43][CH:44]=2)=[O:19])[N:7]([C:20]2[CH:25]=[CH:24][C:23]([F:26])=[CH:22][CH:21]=2)[N:6]=1)([CH3:4])([CH3:3])[CH3:2], predict the reactants needed to synthesize it. The reactants are: [C:1]([C:5]1[CH:9]=[C:8]([NH:10][C:11](=[O:19])OC2C=CC=CC=2)[N:7]([C:20]2[CH:25]=[CH:24][C:23]([F:26])=[CH:22][CH:21]=2)[N:6]=1)([CH3:4])([CH3:3])[CH3:2].[NH2:27][C:28]1[CH:44]=[CH:43][C:31]([O:32][C:33]2[CH:38]=[CH:37][N:36]=[C:35]3[NH:39][C:40](=[O:42])[NH:41][C:34]=23)=[CH:30][CH:29]=1.